Dataset: Forward reaction prediction with 1.9M reactions from USPTO patents (1976-2016). Task: Predict the product of the given reaction. (1) Given the reactants [CH:1]([N:4]1[CH2:9][CH2:8][N:7]([C:10]2[S:11][C:12]3[CH:18]=[C:17]([CH:19]=O)[CH:16]=[CH:15][C:13]=3[N:14]=2)[CH2:6][CH2:5]1)([CH3:3])[CH3:2].CC(O)=O.[NH:25]1[CH2:30][CH2:29][O:28][CH2:27][CH2:26]1.[BH3-]C#N.[Na+], predict the reaction product. The product is: [CH:1]([N:4]1[CH2:5][CH2:6][N:7]([C:10]2[S:11][C:12]3[CH:18]=[C:17]([CH2:19][N:25]4[CH2:30][CH2:29][O:28][CH2:27][CH2:26]4)[CH:16]=[CH:15][C:13]=3[N:14]=2)[CH2:8][CH2:9]1)([CH3:3])[CH3:2]. (2) Given the reactants [CH:1]([C:4]1([OH:18])[CH2:9][CH2:8][CH:7]([NH:10]C(=O)OC(C)(C)C)[CH2:6][CH2:5]1)([CH3:3])[CH3:2].[ClH:19].O1CCOCC1, predict the reaction product. The product is: [ClH:19].[NH2:10][CH:7]1[CH2:8][CH2:9][C:4]([CH:1]([CH3:3])[CH3:2])([OH:18])[CH2:5][CH2:6]1. (3) Given the reactants [CH2:1]([Zn]CC)C.COCCOC.ICI.[OH:15][CH2:16]/[CH:17]=[CH:18]/[CH:19]1[CH2:24][CH2:23][N:22]([C:25]([O:27][CH2:28][C:29]2[CH:34]=[CH:33][CH:32]=[CH:31][CH:30]=2)=[O:26])[CH2:21][CH2:20]1.O1CCBO1, predict the reaction product. The product is: [OH:15][CH2:16][C@H:17]1[CH2:1][C@@H:18]1[CH:19]1[CH2:24][CH2:23][N:22]([C:25]([O:27][CH2:28][C:29]2[CH:34]=[CH:33][CH:32]=[CH:31][CH:30]=2)=[O:26])[CH2:21][CH2:20]1. (4) Given the reactants [Cl:1][C:2]1[CH:7]=[C:6]([O:8][CH2:9][CH3:10])[CH:5]=[CH:4][N:3]=1.OS(O)(=O)=O.C1C(=O)N([Br:23])C(=O)C1, predict the reaction product. The product is: [Br:23][C:5]1[C:6]([O:8][CH2:9][CH3:10])=[CH:7][C:2]([Cl:1])=[N:3][CH:4]=1. (5) Given the reactants Br[CH2:2][CH2:3][CH2:4][O:5][C:6](=[O:28])[C:7]([C:10]1[CH:19]=[C:18]2[C:13]([C@@H:14]3[CH2:25][C:24]([CH3:26])=[CH:23][CH2:22][C@H:15]3[C:16]([CH3:21])([CH3:20])[O:17]2)=[C:12]([OH:27])[CH:11]=1)([CH3:9])[CH3:8].C(N(CC)CC)C.[NH:36]1[CH2:41][CH2:40][O:39][CH2:38][CH2:37]1, predict the reaction product. The product is: [OH:27][C:12]1[CH:11]=[C:10]([C:7]([CH3:9])([CH3:8])[C:6]([O:5][CH2:4][CH2:3][CH2:2][N:36]2[CH2:41][CH2:40][O:39][CH2:38][CH2:37]2)=[O:28])[CH:19]=[C:18]2[C:13]=1[C@@H:14]1[CH2:25][C:24]([CH3:26])=[CH:23][CH2:22][C@H:15]1[C:16]([CH3:21])([CH3:20])[O:17]2. (6) Given the reactants Br[C:2]1[CH:3]=[C:4]([CH:18]=[CH:19][CH:20]=1)[C:5]([NH:7][C:8]1[CH:13]=[CH:12][CH:11]=[C:10]([C:14]([F:17])([F:16])[F:15])[CH:9]=1)=[O:6].[CH3:21][S:22][C:23]1[N:24]=[CH:25][C:26]2[CH2:32][NH:31][CH2:30][CH2:29][C:27]=2[N:28]=1.CC(C)([O-])C.[Na+], predict the reaction product. The product is: [CH3:21][S:22][C:23]1[N:24]=[CH:25][C:26]2[CH2:32][N:31]([C:2]3[CH:3]=[C:4]([CH:18]=[CH:19][CH:20]=3)[C:5]([NH:7][C:8]3[CH:13]=[CH:12][CH:11]=[C:10]([C:14]([F:17])([F:16])[F:15])[CH:9]=3)=[O:6])[CH2:30][CH2:29][C:27]=2[N:28]=1.